From a dataset of Forward reaction prediction with 1.9M reactions from USPTO patents (1976-2016). Predict the product of the given reaction. (1) Given the reactants [N:1]1[CH:6]=[CH:5][CH:4]=[CH:3][C:2]=1[C:7]1[O:11][CH:10]=[N:9][CH:8]=1.[C:12]1([CH2:18][CH:19]([O:27][Si:28]([CH:35]([CH3:37])[CH3:36])([CH:32]([CH3:34])[CH3:33])[CH:29]([CH3:31])[CH3:30])[CH2:20][CH2:21][CH2:22][CH2:23][C:24](O)=[O:25])[CH:17]=[CH:16][CH:15]=[CH:14][CH:13]=1, predict the reaction product. The product is: [C:12]1([CH2:18][CH:19]([O:27][Si:28]([CH:35]([CH3:37])[CH3:36])([CH:32]([CH3:34])[CH3:33])[CH:29]([CH3:30])[CH3:31])[CH2:20][CH2:21][CH2:22][CH2:23][C:24]([C:10]2[O:11][C:7]([C:2]3[CH:3]=[CH:4][CH:5]=[CH:6][N:1]=3)=[CH:8][N:9]=2)=[O:25])[CH:17]=[CH:16][CH:15]=[CH:14][CH:13]=1. (2) Given the reactants [N+:1]([C:4]1[CH:5]=[C:6]([CH:8]=[CH:9][C:10]=1F)[NH2:7])([O-:3])=[O:2].[CH3:12][O-:13].[Na+].Cl.O, predict the reaction product. The product is: [CH3:12][O:13][C:10]1[CH:9]=[CH:8][C:6]([NH2:7])=[CH:5][C:4]=1[N+:1]([O-:3])=[O:2]. (3) Given the reactants [C:1]([C:4]1[CH:9]=[CH:8][CH:7]=[CH:6][CH:5]=1)(=O)[CH3:2].[NH2:10][NH2:11], predict the reaction product. The product is: [C:1](=[N:10][NH2:11])([C:4]1[CH:9]=[CH:8][CH:7]=[CH:6][CH:5]=1)[CH3:2].